From a dataset of Reaction yield outcomes from USPTO patents with 853,638 reactions. Predict the reaction yield, written as a fraction of the theoretical maximum amount of product (1.0 means a 100% yield; for example, 0.34 means a 34% yield). (1) The reactants are [F:1][C:2]1[CH:17]=[C:16]([N+:18]([O-:20])=[O:19])[CH:15]=[CH:14][C:3]=1[O:4][C:5]1[CH:10]=[CH:9][N:8]=[C:7]2[NH:11][N:12]=[CH:13][C:6]=12.[OH-].[K+].[I:23]I.Cl[CH2:26][C:27]1[CH:32]=[CH:31][C:30]([O:33][CH3:34])=[CH:29][CH:28]=1. The catalyst is CN(C=O)C.C(Cl)Cl. The product is [CH3:34][O:33][C:30]1[CH:31]=[CH:32][C:27]([CH2:26][N:11]2[C:7]3=[N:8][CH:9]=[CH:10][C:5]([O:4][C:3]4[CH:14]=[CH:15][C:16]([N+:18]([O-:20])=[O:19])=[CH:17][C:2]=4[F:1])=[C:6]3[C:13]([I:23])=[N:12]2)=[CH:28][CH:29]=1. The yield is 0.470. (2) The reactants are [Cl:1][C:2]1[C:3]([CH3:29])=[C:4](B2OC(C)(C)C(C)(C)O2)[C:5]([O:18][CH3:19])=[C:6]([CH:8]([NH:10][C:11](=[O:17])[O:12][C:13]([CH3:16])([CH3:15])[CH3:14])[CH3:9])[CH:7]=1.Br[C:31]1[N:36]=[C:35]([C:37]([O:39][CH3:40])=[O:38])[CH:34]=[CH:33][CH:32]=1.ClCCl.C(=O)([O-])[O-].[Cs+].[Cs+]. The catalyst is CN(C=O)C.C([O-])(=O)C.[Pd+2].C([O-])(=O)C. The product is [C:13]([O:12][C:11]([NH:10][CH:8]([C:6]1[C:5]([O:18][CH3:19])=[C:4]([C:31]2[N:36]=[C:35]([C:37]([O:39][CH3:40])=[O:38])[CH:34]=[CH:33][CH:32]=2)[C:3]([CH3:29])=[C:2]([Cl:1])[CH:7]=1)[CH3:9])=[O:17])([CH3:14])([CH3:15])[CH3:16]. The yield is 0.500. (3) The reactants are [C:1]([O:5][C:6]([N:8]1[CH2:13][CH2:12][CH:11]([C:14]2[CH:19]=[CH:18][C:17]([NH2:20])=[C:16]([C:21]3[CH2:27][CH2:26][CH2:25][CH2:24][CH2:23][CH:22]=3)[CH:15]=2)[CH2:10][CH2:9]1)=[O:7])([CH3:4])([CH3:3])[CH3:2].[K+].[C:29]([C:31]1[N:32]=[C:33]([C:44]([O-])=[O:45])[N:34]([CH2:36][O:37][CH2:38][CH2:39][Si:40]([CH3:43])([CH3:42])[CH3:41])[CH:35]=1)#[N:30].C1CN([P+](Br)(N2CCCC2)N2CCCC2)CC1.F[P-](F)(F)(F)(F)F.CCN(C(C)C)C(C)C. The catalyst is C(Cl)Cl. The product is [C:1]([O:5][C:6]([N:8]1[CH2:13][CH2:12][CH:11]([C:14]2[CH:19]=[CH:18][C:17]([NH:20][C:44]([C:33]3[N:34]([CH2:36][O:37][CH2:38][CH2:39][Si:40]([CH3:43])([CH3:42])[CH3:41])[CH:35]=[C:31]([C:29]#[N:30])[N:32]=3)=[O:45])=[C:16]([C:21]3[CH2:27][CH2:26][CH2:25][CH2:24][CH2:23][CH:22]=3)[CH:15]=2)[CH2:10][CH2:9]1)=[O:7])([CH3:4])([CH3:2])[CH3:3]. The yield is 0.880. (4) The reactants are [F:1][C:2]([F:27])([F:26])[C:3]1[CH:8]=[CH:7][C:6]([C:9]2[C:13]3[CH:14]=[CH:15][C:16](OS(C(F)(F)F)(=O)=O)=[CH:17][C:12]=3[S:11][N:10]=2)=[CH:5][CH:4]=1.N1CCCCC1.[CH2:34]([OH:39])[CH2:35][CH2:36][C:37]#[CH:38].Cl. The catalyst is [Cu]I. The product is [F:27][C:2]([F:1])([F:26])[C:3]1[CH:8]=[CH:7][C:6]([C:9]2[C:13]3[CH:14]=[CH:15][C:16]([C:38]#[C:37][CH2:36][CH2:35][CH2:34][OH:39])=[CH:17][C:12]=3[S:11][N:10]=2)=[CH:5][CH:4]=1. The yield is 0.960. (5) The reactants are [NH2:1][C:2]1[C:7](C=O)=[C:6]([N:10]2[CH2:15][CH2:14][CH:13]([C:16]3[N:17]([CH3:32])[CH:18]=[C:19]([C:21]4[CH:26]=[CH:25][C:24]([F:27])=[C:23]([C:28]([F:31])([F:30])[F:29])[CH:22]=4)[N:20]=3)[CH2:12][CH2:11]2)[N:5]=[CH:4][N:3]=1.C1(P(=[CH:52][C:53]([O:55][CH3:56])=[O:54])(C2C=CC=CC=2)C2C=CC=CC=2)C=CC=CC=1.[Cl-].[Li+].[CH2:59](N(CC)CC)C. The catalyst is CS(C)=O. The product is [CH3:56][O:55][C:53](=[O:54])/[CH:52]=[CH:59]/[C:7]1[C:2]([NH2:1])=[N:3][CH:4]=[N:5][C:6]=1[N:10]1[CH2:11][CH2:12][CH:13]([C:16]2[N:17]([CH3:32])[CH:18]=[C:19]([C:21]3[CH:26]=[CH:25][C:24]([F:27])=[C:23]([C:28]([F:30])([F:29])[F:31])[CH:22]=3)[N:20]=2)[CH2:14][CH2:15]1. The yield is 0.720. (6) The reactants are [C:1]1([S:7]([N:10]2[C:14]3=[N:15][CH:16]=[C:17]([F:19])[CH:18]=[C:13]3[CH:12]=[C:11]2[CH:20]([OH:27])[CH2:21][CH:22]2[CH2:26][CH2:25][CH2:24][CH2:23]2)(=[O:9])=[O:8])[CH:6]=[CH:5][CH:4]=[CH:3][CH:2]=1.CC(OI1(OC(C)=O)(OC(C)=O)OC(=O)C2C=CC=CC1=2)=O. The catalyst is ClCCl. The product is [C:1]1([S:7]([N:10]2[C:14]3=[N:15][CH:16]=[C:17]([F:19])[CH:18]=[C:13]3[CH:12]=[C:11]2[C:20](=[O:27])[CH2:21][CH:22]2[CH2:23][CH2:24][CH2:25][CH2:26]2)(=[O:9])=[O:8])[CH:2]=[CH:3][CH:4]=[CH:5][CH:6]=1. The yield is 0.650. (7) The reactants are [CH2:1]([O:3][C:4]([C:6]1[CH2:10][C:9]([O-:11])=[C:8](C(OC)=O)[C:7]=1[CH3:16])=[O:5])[CH3:2].[Na+].[Cl-].[K+].CC(O)=O.C([O-])(O)=O.[Na+]. The catalyst is C1(C)C=CC=CC=1.O. The product is [CH3:16][C:7]1[CH:6]([C:4]([O:3][CH2:1][CH3:2])=[O:5])[CH2:10][C:9](=[O:11])[CH:8]=1. The yield is 0.690. (8) The reactants are [F:1][C:2]([F:31])([F:30])[S:3]([O:6][C:7]1[C:8]([N+:27]([O-])=O)=[CH:9][C:10]2[O:14][C:13]([C:15]3[CH:20]=[CH:19][C:18]([F:21])=[CH:17][CH:16]=3)=[C:12]([C:22](=[O:25])[NH:23][CH3:24])[C:11]=2[CH:26]=1)(=[O:5])=[O:4]. The catalyst is CCO.CC(O)=O.CCOC(C)=O.[Fe]. The product is [F:31][C:2]([F:1])([F:30])[S:3]([O:6][C:7]1[C:8]([NH2:27])=[CH:9][C:10]2[O:14][C:13]([C:15]3[CH:16]=[CH:17][C:18]([F:21])=[CH:19][CH:20]=3)=[C:12]([C:22](=[O:25])[NH:23][CH3:24])[C:11]=2[CH:26]=1)(=[O:5])=[O:4]. The yield is 0.840. (9) The reactants are [CH2:1]([O:3][C:4](=[O:18])[C:5]1[CH:10]=[C:9]([CH3:11])[C:8]([N+:12]([O-:14])=[O:13])=[CH:7][C:6]=1[N+:15]([O-:17])=[O:16])[CH3:2].CO[CH:21]([N:24]([CH3:26])[CH3:25])OC. The catalyst is CN(C=O)C. The product is [CH2:1]([O:3][C:4](=[O:18])[C:5]1[CH:10]=[C:9]([CH:11]=[CH:21][N:24]([CH3:26])[CH3:25])[C:8]([N+:12]([O-:14])=[O:13])=[CH:7][C:6]=1[N+:15]([O-:17])=[O:16])[CH3:2]. The yield is 0.280. (10) The catalyst is C1COCC1. The yield is 0.960. The reactants are [Br:1][C:2]1[CH:10]=[CH:9][C:5]([C:6](Cl)=[O:7])=[CH:4][C:3]=1[CH3:11].[K].[O-:13]CCCC.[CH:18]([CH3:21])([CH3:20])[CH3:19]. The product is [Br:1][C:2]1[CH:10]=[CH:9][C:5]([C:6]([O:13][C:18]([CH3:21])([CH3:20])[CH3:19])=[O:7])=[CH:4][C:3]=1[CH3:11].